This data is from Reaction yield outcomes from USPTO patents with 853,638 reactions. The task is: Predict the reaction yield, written as a fraction of the theoretical maximum amount of product (1.0 means a 100% yield; for example, 0.34 means a 34% yield). (1) The reactants are [CH2:1]([N:5]1[CH:9]=[C:8]([C:10]2[CH:15]=[CH:14][N:13]=[CH:12][CH:11]=2)[C:7]([C:16]2[S:17][C:18](Br)=[CH:19][CH:20]=2)=[N:6]1)[CH:2]([CH3:4])[CH3:3].O.CO.C(O)=O.[CH3:28][N:29](C)C=O. The catalyst is [C-]#N.[Zn+2].[C-]#N.C1C=CC([P]([Pd]([P](C2C=CC=CC=2)(C2C=CC=CC=2)C2C=CC=CC=2)([P](C2C=CC=CC=2)(C2C=CC=CC=2)C2C=CC=CC=2)[P](C2C=CC=CC=2)(C2C=CC=CC=2)C2C=CC=CC=2)(C2C=CC=CC=2)C2C=CC=CC=2)=CC=1. The product is [CH2:1]([N:5]1[CH:9]=[C:8]([C:10]2[CH:15]=[CH:14][N:13]=[CH:12][CH:11]=2)[C:7]([C:16]2[S:17][C:18]([C:28]#[N:29])=[CH:19][CH:20]=2)=[N:6]1)[CH:2]([CH3:4])[CH3:3]. The yield is 0.490. (2) The product is [Cl:1][C:2]1[CH:3]=[C:4]([CH:23]=[CH:24][C:25]=1[Cl:26])[CH2:5][N:6]([CH3:22])[C:7]([C:9]1[CH2:13][N:12]([CH2:14][CH2:15][CH2:16][C:17](=[O:18])[N:42]([CH3:43])[CH3:41])[C:11](=[O:20])[C:10]=1[OH:21])=[O:8]. The reactants are [Cl:1][C:2]1[CH:3]=[C:4]([CH:23]=[CH:24][C:25]=1[Cl:26])[CH2:5][N:6]([CH3:22])[C:7]([C:9]1[CH2:13][N:12]([CH2:14][CH2:15][CH2:16][C:17](O)=[O:18])[C:11](=[O:20])[C:10]=1[OH:21])=[O:8].C(Cl)CCl.C1C=CC2N(O)N=NC=2C=1.[CH3:41][NH:42][CH3:43]. The catalyst is ClCCl. The yield is 0.230. (3) The reactants are Br[C:2]1[N:6]([CH3:7])[CH:5]=[C:4]([C:8]([O:10][CH2:11][CH3:12])=[O:9])[C:3]=1[CH3:13].[F:14][C:15]1[CH:20]=[CH:19][C:18](B(O)O)=[CH:17][CH:16]=1.C([O-])([O-])=O.[Na+].[Na+]. The catalyst is CN(C=O)C.O.C(Cl)Cl.C1C=CC([P]([Pd]([P](C2C=CC=CC=2)(C2C=CC=CC=2)C2C=CC=CC=2)([P](C2C=CC=CC=2)(C2C=CC=CC=2)C2C=CC=CC=2)[P](C2C=CC=CC=2)(C2C=CC=CC=2)C2C=CC=CC=2)(C2C=CC=CC=2)C2C=CC=CC=2)=CC=1. The product is [CH2:11]([O:10][C:8]([C:4]1[C:3]([CH3:13])=[C:2]([C:18]2[CH:19]=[CH:20][C:15]([F:14])=[CH:16][CH:17]=2)[N:6]([CH3:7])[CH:5]=1)=[O:9])[CH3:12]. The yield is 0.960. (4) The reactants are [CH2:1]([O:3][C:4](=[O:16])[CH2:5][O:6][C:7]1[CH:12]=[CH:11][C:10]([NH:13][CH2:14][CH3:15])=[CH:9][CH:8]=1)[CH3:2].Cl[CH2:18][C:19]1[S:23][C:22]([C:24]2[CH:29]=[CH:28][C:27]([C:30]([F:33])([F:32])[F:31])=[CH:26][CH:25]=2)=[N:21][C:20]=1[CH3:34].[Na+].[I-].[H-].[Na+]. The catalyst is CN(C=O)C.CCOCC.O. The product is [CH2:1]([O:3][C:4](=[O:16])[CH2:5][O:6][C:7]1[CH:12]=[CH:11][C:10]([N:13]([CH2:14][CH3:15])[CH2:18][C:19]2[S:23][C:22]([C:24]3[CH:29]=[CH:28][C:27]([C:30]([F:33])([F:32])[F:31])=[CH:26][CH:25]=3)=[N:21][C:20]=2[CH3:34])=[CH:9][CH:8]=1)[CH3:2]. The yield is 0.700. (5) The reactants are [CH3:1][O:2][C:3]1[CH:11]=[CH:10][C:6]([C:7]([OH:9])=O)=[CH:5][C:4]=1[C:12]#[C:13][C:14]1[CH:19]=[CH:18][CH:17]=[CH:16][N:15]=1.C1C=CC2N(O)N=NC=2C=1.C(Cl)CCl.[CH2:34]1[C:42]2[C:37](=[CH:38][CH:39]=[CH:40][CH:41]=2)[CH2:36][NH:35]1. The catalyst is C(Cl)Cl. The product is [CH3:1][O:2][C:3]1[CH:11]=[CH:10][C:6]([C:7]([N:35]2[CH2:36][C:37]3[C:42](=[CH:41][CH:40]=[CH:39][CH:38]=3)[CH2:34]2)=[O:9])=[CH:5][C:4]=1[C:12]#[C:13][C:14]1[CH:19]=[CH:18][CH:17]=[CH:16][N:15]=1. The yield is 0.740.